Regression. Given a peptide amino acid sequence and an MHC pseudo amino acid sequence, predict their binding affinity value. This is MHC class I binding data. From a dataset of Peptide-MHC class I binding affinity with 185,985 pairs from IEDB/IMGT. (1) The peptide sequence is RESREKPYKEV. The MHC is Mamu-A11 with pseudo-sequence Mamu-A11. The binding affinity (normalized) is 0.410. (2) The peptide sequence is NNKSRLVAF. The MHC is HLA-B07:02 with pseudo-sequence HLA-B07:02. The binding affinity (normalized) is 0.0712.